This data is from Full USPTO retrosynthesis dataset with 1.9M reactions from patents (1976-2016). The task is: Predict the reactants needed to synthesize the given product. (1) The reactants are: [CH2:1]([O:8][C:9]1[C:10](=[O:29])[CH:11]=[CH:12][N:13]2[CH2:18][CH2:17][N:16]([CH2:19][C:20]3[CH:25]=[CH:24][C:23]([Cl:26])=[C:22]([Cl:27])[CH:21]=3)[C:15](=[O:28])[C:14]=12)[C:2]1[CH:7]=[CH:6][CH:5]=[CH:4][CH:3]=1.CO.[Br-:32].[Br-].[Br-].C1([N+](C)(C)C)C=CC=CC=1.C1([N+](C)(C)C)C=CC=CC=1.C1([N+](C)(C)C)C=CC=CC=1.S([O-])([O-])=O.[Na+].[Na+]. Given the product [CH2:1]([O:8][C:9]1[C:10](=[O:29])[C:11]([Br:32])=[CH:12][N:13]2[CH2:18][CH2:17][N:16]([CH2:19][C:20]3[CH:25]=[CH:24][C:23]([Cl:26])=[C:22]([Cl:27])[CH:21]=3)[C:15](=[O:28])[C:14]=12)[C:2]1[CH:7]=[CH:6][CH:5]=[CH:4][CH:3]=1, predict the reactants needed to synthesize it. (2) Given the product [CH:20]1([C:18]([NH:17][C:15]2[N:16]=[C:11]3[CH:10]=[CH:9][C:8]([O:7][C:6]4[CH:23]=[C:2]([NH:1][C:31]([C:30]5[N:26]([CH3:25])[N:27]=[C:28]([CH3:34])[CH:29]=5)=[O:32])[CH:3]=[CH:4][C:5]=4[CH3:24])=[CH:13][N:12]3[N:14]=2)=[O:19])[CH2:22][CH2:21]1, predict the reactants needed to synthesize it. The reactants are: [NH2:1][C:2]1[CH:3]=[CH:4][C:5]([CH3:24])=[C:6]([CH:23]=1)[O:7][C:8]1[CH:9]=[CH:10][C:11]2[N:12]([N:14]=[C:15]([NH:17][C:18]([CH:20]3[CH2:22][CH2:21]3)=[O:19])[N:16]=2)[CH:13]=1.[CH3:25][N:26]1[C:30]([C:31](Cl)=[O:32])=[CH:29][C:28]([CH3:34])=[N:27]1. (3) Given the product [ClH:1].[C:31]1([C:30]2[N:29]=[C:28]3[N:37]4[C:43]([C:44]5[CH:49]=[N:48][CH:47]=[CH:46][N:45]=5)=[N:42][N:41]=[C:38]4[CH:39]=[CH:40][C:27]3=[N:26][C:25]=2[C:22]2[CH:21]=[CH:20][C:19]([C:15]3([NH2:14])[CH2:18][CH2:17][CH2:16]3)=[CH:24][CH:23]=2)[CH:32]=[CH:33][CH:34]=[CH:35][CH:36]=1, predict the reactants needed to synthesize it. The reactants are: [ClH:1].CCOC(C)=O.C(OC(=O)[NH:14][C:15]1([C:19]2[CH:24]=[CH:23][C:22]([C:25]3[N:26]=[C:27]4[CH:40]=[CH:39][C:38]5=[N:41][N:42]=[C:43]([C:44]6[CH:49]=[N:48][CH:47]=[CH:46][N:45]=6)[N:37]5[C:28]4=[N:29][C:30]=3[C:31]3[CH:36]=[CH:35][CH:34]=[CH:33][CH:32]=3)=[CH:21][CH:20]=2)[CH2:18][CH2:17][CH2:16]1)(C)(C)C. (4) Given the product [Br:23][C:18]1[CH:17]=[C:16]([CH:21]=[CH:20][C:19]=1[F:22])[C:15]([NH:14][C@H:10]([C:9]([NH:2][OH:3])=[O:8])[C@H:11]([OH:13])[CH3:12])=[O:24], predict the reactants needed to synthesize it. The reactants are: Cl.[NH2:2][OH:3].C[O-].[Na+].C[O:8][C:9](=O)[C@@H:10]([NH:14][C:15](=[O:24])[C:16]1[CH:21]=[CH:20][C:19]([F:22])=[C:18]([Br:23])[CH:17]=1)[C@H:11]([OH:13])[CH3:12].Cl. (5) Given the product [C:11]([C:9]1[C:8]([N:13]2[CH2:14][CH2:15][CH:16]([C:19]([OH:21])=[O:20])[CH2:17][CH2:18]2)=[N:7][C:6]([O:26][CH3:27])=[C:5]([C:4]([O:3][CH2:1][CH3:2])=[O:28])[CH:10]=1)#[N:12], predict the reactants needed to synthesize it. The reactants are: [CH2:1]([O:3][C:4](=[O:28])[C:5]1[CH:10]=[C:9]([C:11]#[N:12])[C:8]([N:13]2[CH2:18][CH2:17][CH:16]([C:19]([O:21]C(C)(C)C)=[O:20])[CH2:15][CH2:14]2)=[N:7][C:6]=1[O:26][CH3:27])[CH3:2]. (6) Given the product [NH2:8][CH2:9][CH2:10][CH:11]1[CH2:16][CH2:15][CH2:14][N:13]([C:17]([NH2:19])=[O:18])[CH2:12]1, predict the reactants needed to synthesize it. The reactants are: C(OC([NH:8][CH2:9][CH2:10][CH:11]1[CH2:16][CH2:15][CH2:14][N:13]([C:17]([NH2:19])=[O:18])[CH2:12]1)=O)(C)(C)C.S(=O)(=O)(O)O. (7) Given the product [CH2:1]([O:8][C:9]1[CH:16]=[CH:15][CH:14]=[CH:13][C:10]=1[CH:11]=[CH:21][CH2:20][CH2:19][OH:18])[C:2]1[CH:7]=[CH:6][CH:5]=[CH:4][CH:3]=1, predict the reactants needed to synthesize it. The reactants are: [CH2:1]([O:8][C:9]1[CH:16]=[CH:15][CH:14]=[CH:13][C:10]=1[CH:11]=O)[C:2]1[CH:7]=[CH:6][CH:5]=[CH:4][CH:3]=1.[Br-].[OH:18][CH2:19][CH2:20][CH2:21][P+](C1C=CC=CC=1)(C1C=CC=CC=1)C1C=CC=CC=1.C(=O)([O-])[O-].[K+].[K+]. (8) The reactants are: C(=O)([O-])[O-].[Cs+].[Cs+].[Cl:7][C:8]1[C:9]([O:17][CH2:18][C:19]2[CH:24]=[CH:23][CH:22]=[C:21]([C:25]3[CH:34]=[CH:33][C:28]4[O:29][CH2:30][CH2:31][O:32][C:27]=4[CH:26]=3)[C:20]=2[CH3:35])=[CH:10][C:11]([OH:16])=[C:12]([CH:15]=1)[CH:13]=[O:14].Cl[CH2:37][C:38]1[CH:39]=[N:40][CH:41]=[C:42]([CH:45]=1)[C:43]#[N:44].Cl. Given the product [Cl:7][C:8]1[C:9]([O:17][CH2:18][C:19]2[CH:24]=[CH:23][CH:22]=[C:21]([C:25]3[CH:34]=[CH:33][C:28]4[O:29][CH2:30][CH2:31][O:32][C:27]=4[CH:26]=3)[C:20]=2[CH3:35])=[CH:10][C:11]([O:16][CH2:37][C:38]2[CH:39]=[N:40][CH:41]=[C:42]([CH:45]=2)[C:43]#[N:44])=[C:12]([CH:13]=[O:14])[CH:15]=1, predict the reactants needed to synthesize it.